Predict the reaction yield, written as a fraction of the theoretical maximum amount of product (1.0 means a 100% yield; for example, 0.34 means a 34% yield). From a dataset of Reaction yield outcomes from USPTO patents with 853,638 reactions. (1) The reactants are [Cl:1][C:2]1[CH:7]=[CH:6][C:5]([C:8]2[CH2:9][CH2:10][NH:11][CH2:12][CH:13]=2)=[CH:4][C:3]=1[C:14]([F:17])([F:16])[F:15].Cl. The catalyst is [Pt]=O.CO. The product is [Cl:1][C:2]1[CH:7]=[CH:6][C:5]([CH:8]2[CH2:13][CH2:12][NH:11][CH2:10][CH2:9]2)=[CH:4][C:3]=1[C:14]([F:17])([F:15])[F:16]. The yield is 0.650. (2) The reactants are [CH2:1]([NH:3][CH2:4][CH2:5][NH:6][C:7]([C:9]1[C:13]([CH3:14])=[C:12]([CH:15]=O)[NH:11][C:10]=1[CH3:17])=[O:8])[CH3:2].[F:18][C:19]1[CH:20]=[C:21]2[C:25](=[CH:26][CH:27]=1)[NH:24][C:23](=[O:28])[CH2:22]2.N1CCCC1. The catalyst is C(O)C. The product is [CH2:1]([NH:3][CH2:4][CH2:5][NH:6][C:7]([C:9]1[C:13]([CH3:14])=[C:12](/[CH:15]=[C:22]2\[C:23](=[O:28])[NH:24][C:25]3[C:21]\2=[CH:20][C:19]([F:18])=[CH:27][CH:26]=3)[NH:11][C:10]=1[CH3:17])=[O:8])[CH3:2]. The yield is 0.950. (3) The reactants are [N:1]1[CH:6]=[CH:5][N:4]=[CH:3][C:2]=1[C:7](=O)[CH3:8].C([O-])(=O)C.[NH4+:14]. The catalyst is CO.C([BH3-])#N.[Na+]. The product is [N:1]1[CH:6]=[CH:5][N:4]=[CH:3][C:2]=1[CH:7]([NH2:14])[CH3:8]. The yield is 0.750. (4) The reactants are [N:1]([CH2:4][CH:5]1[CH2:8][CH:7]([C:9]([O:11]CC2C=CC=CC=2)=[O:10])[CH2:6]1)=[N+]=[N-]. The catalyst is [Pd].CO. The product is [NH2:1][CH2:4][CH:5]1[CH2:8][CH:7]([C:9]([OH:11])=[O:10])[CH2:6]1. The yield is 1.00. (5) The reactants are [Br:1][C:2]1[CH:7]=[CH:6][C:5]([OH:8])=[CH:4][CH:3]=1.CS(O[CH2:14][C:15]([CH3:20])([N+:17]([O-:19])=[O:18])[CH3:16])(=O)=O.C(=O)([O-])[O-].[Cs+].[Cs+]. The catalyst is CN(C=O)C.C(OCC)(=O)C. The product is [Br:1][C:2]1[CH:7]=[CH:6][C:5]([O:8][CH2:14][C:15]([CH3:20])([N+:17]([O-:19])=[O:18])[CH3:16])=[CH:4][CH:3]=1. The yield is 0.920.